This data is from Full USPTO retrosynthesis dataset with 1.9M reactions from patents (1976-2016). The task is: Predict the reactants needed to synthesize the given product. (1) Given the product [N:5]([CH2:6][CH2:7][O:8][CH2:9][CH2:10][O:11][CH2:12][CH2:13][OH:14])=[N+:27]=[N-:28], predict the reactants needed to synthesize it. The reactants are: FC(F)(F)C([NH:5][CH2:6][CH2:7][O:8][CH2:9][CH2:10][O:11][CH2:12][CH2:13][OH:14])=O.C(O)COCCOCCO.[N-:27]=[N+:28]=[N-]. (2) Given the product [Cl:42][C:39]1[S:38][C:37]([S:34]([NH:33][C:32]([NH:8][C:9]2[CH:10]=[CH:11][C:12]([N:15]3[C:20](=[O:21])[C:19]4[CH:22]=[C:23]([Cl:28])[C:24]([NH:26][CH3:27])=[CH:25][C:18]=4[O:17][CH2:16]3)=[CH:13][CH:14]=2)=[O:31])(=[O:36])=[O:35])=[CH:41][CH:40]=1, predict the reactants needed to synthesize it. The reactants are: S(=NC(N)=O)(=O)=O.[NH2:8][C:9]1[CH:14]=[CH:13][C:12]([N:15]2[C:20](=[O:21])[C:19]3[CH:22]=[C:23]([Cl:28])[C:24]([NH:26][CH3:27])=[CH:25][C:18]=3[O:17][CH2:16]2)=[CH:11][CH:10]=1.C([O:31][C:32](=O)[NH:33][S:34]([C:37]1[S:38][C:39]([Cl:42])=[CH:40][CH:41]=1)(=[O:36])=[O:35])C. (3) The reactants are: [N:1]1[CH:6]=[CH:5][C:4]([C:7]#[C:8][C:9]2[CH:14]=[CH:13][C:12]([CH2:15][OH:16])=[CH:11][CH:10]=2)=[CH:3][CH:2]=1.CCOC(C)=O. Given the product [N:1]1[CH:6]=[CH:5][C:4]([C:7]#[C:8][C:9]2[CH:10]=[CH:11][C:12]([CH:15]=[O:16])=[CH:13][CH:14]=2)=[CH:3][CH:2]=1, predict the reactants needed to synthesize it. (4) Given the product [ClH:1].[Cl:1][C:2]1[CH:16]=[CH:15][C:5]([CH2:6][O:7][C:8]2[CH:13]=[CH:12][N:11]([C:19]3[CH:20]=[CH:21][C:22]4[C:26]5[CH2:27][NH:28][CH2:29][CH2:30][CH2:31][C:25]=5[N:24]([CH3:39])[C:23]=4[N:40]=3)[C:10](=[O:14])[CH:9]=2)=[C:4]([F:17])[CH:3]=1, predict the reactants needed to synthesize it. The reactants are: [Cl:1][C:2]1[CH:16]=[CH:15][C:5]([CH2:6][O:7][C:8]2[CH:13]=[CH:12][NH:11][C:10](=[O:14])[CH:9]=2)=[C:4]([F:17])[CH:3]=1.Br[C:19]1[CH:20]=[CH:21][C:22]2[C:26]3[CH2:27][N:28](C(OC(C)(C)C)=O)[CH2:29][CH2:30][CH2:31][C:25]=3[N:24]([CH3:39])[C:23]=2[N:40]=1.OC1C=CC=C2C=1N=CC=C2.C([O-])([O-])=O.[Cs+].[Cs+].Cl. (5) Given the product [NH:10]1[C:9]2[CH:8]=[CH:7][C:4]([C:5]#[N:6])=[CH:3][C:2]=2[N:1]=[CH:11]1, predict the reactants needed to synthesize it. The reactants are: [NH2:1][C:2]1[CH:3]=[C:4]([CH:7]=[CH:8][C:9]=1[NH2:10])[C:5]#[N:6].[CH:11](O)=O. (6) Given the product [Cl:1][C:2]1[CH:7]=[C:6]([F:8])[CH:5]=[CH:4][C:3]=1[NH:9][S:10]([CH:13]1[CH2:22][CH2:21][C:16]2([O:17][CH2:18][CH2:19][O:20]2)[CH:15]=[C:14]1[C:23]([O:25][CH2:30][O:29][C:26](=[O:28])[CH3:27])=[O:24])(=[O:12])=[O:11], predict the reactants needed to synthesize it. The reactants are: [Cl:1][C:2]1[CH:7]=[C:6]([F:8])[CH:5]=[CH:4][C:3]=1[NH:9][S:10]([CH:13]1[CH2:22][CH2:21][C:16]2([O:20][CH2:19][CH2:18][O:17]2)[CH:15]=[C:14]1[C:23]([OH:25])=[O:24])(=[O:12])=[O:11].[C:26]([O:29][CH2:30]Br)(=[O:28])[CH3:27].C(=O)([O-])[O-].[Cs+].[Cs+].Cl. (7) Given the product [CH:9]([C:23]1[CH:28]=[CH:27][C:26]([C:29]2[CH:34]=[CH:33][CH:32]=[CH:31][CH:30]=2)=[C:25]([CH2:35][NH:36][CH2:37][C@@H:38]([OH:53])[C@@H:39]([NH:49][C:50](=[O:52])[CH3:51])[CH2:40][C:41]2[CH:46]=[C:45]([F:47])[CH:44]=[C:43]([F:48])[CH:42]=2)[CH:24]=1)([CH2:11][CH3:12])[CH3:10], predict the reactants needed to synthesize it. The reactants are: P([O-])([O-])([O-])=O.[K+].[K+].[K+].[CH:9](B([CH:9]([CH2:11][CH3:12])[CH3:10])[CH:9]([CH2:11][CH3:12])[CH3:10])([CH2:11][CH3:12])[CH3:10].Br[C:23]1[CH:28]=[CH:27][C:26]([C:29]2[CH:34]=[CH:33][CH:32]=[CH:31][CH:30]=2)=[C:25]([CH2:35][NH:36][CH2:37][C@@H:38]([OH:53])[C@@H:39]([NH:49][C:50](=[O:52])[CH3:51])[CH2:40][C:41]2[CH:46]=[C:45]([F:47])[CH:44]=[C:43]([F:48])[CH:42]=2)[CH:24]=1.